Dataset: Reaction yield outcomes from USPTO patents with 853,638 reactions. Task: Predict the reaction yield, written as a fraction of the theoretical maximum amount of product (1.0 means a 100% yield; for example, 0.34 means a 34% yield). (1) The reactants are [NH2:1][CH:2]1[CH2:5][N:4]([C:6]([C:8]2[CH:9]=[C:10]([CH:23]=[CH:24][C:25]=2[F:26])[CH2:11][C:12]2[C:21]3[C:16](=[CH:17][CH:18]=[CH:19][CH:20]=3)[C:15](=[O:22])[NH:14][N:13]=2)=[O:7])[CH2:3]1.[CH3:27][C:28](=O)[CH2:29][CH2:30][CH3:31].C(O[BH-](OC(=O)C)OC(=O)C)(=O)C.[Na+]. No catalyst specified. The product is [F:26][C:25]1[CH:24]=[CH:23][C:10]([CH2:11][C:12]2[C:21]3[C:16](=[CH:17][CH:18]=[CH:19][CH:20]=3)[C:15](=[O:22])[NH:14][N:13]=2)=[CH:9][C:8]=1[C:6]([N:4]1[CH2:3][CH:2]([NH:1][CH:28]([CH2:29][CH2:30][CH3:31])[CH3:27])[CH2:5]1)=[O:7]. The yield is 0.510. (2) The reactants are [CH2:1]([N:8]1[N:12]=[N:11][C:10]([CH:13]([CH:19]2[CH2:23][CH2:22][CH2:21][CH2:20]2)[C:14](OCC)=[O:15])=[N:9]1)[C:2]1[CH:7]=[CH:6][CH:5]=[CH:4][CH:3]=1.[H-].C([Al+]CC(C)C)C(C)C.Cl.[NH4+].[Cl-]. The catalyst is C(Cl)Cl. The product is [CH2:1]([N:8]1[N:12]=[N:11][C:10]([CH:13]([CH:19]2[CH2:23][CH2:22][CH2:21][CH2:20]2)[CH:14]=[O:15])=[N:9]1)[C:2]1[CH:3]=[CH:4][CH:5]=[CH:6][CH:7]=1. The yield is 0.350.